This data is from Reaction yield outcomes from USPTO patents with 853,638 reactions. The task is: Predict the reaction yield, written as a fraction of the theoretical maximum amount of product (1.0 means a 100% yield; for example, 0.34 means a 34% yield). (1) The reactants are [CH2:1]([N:3]([CH2:20][CH3:21])[S:4]([CH2:7][CH:8]1[CH2:12][CH:11]([C:13]([O:15]CC)=[O:14])[CH:10]([CH2:18][CH3:19])[CH2:9]1)(=[O:6])=[O:5])[CH3:2].[OH-].[Na+]. No catalyst specified. The product is [CH2:20]([N:3]([CH2:1][CH3:2])[S:4]([CH2:7][CH:8]1[CH2:12][CH:11]([C:13]([OH:15])=[O:14])[CH:10]([CH2:18][CH3:19])[CH2:9]1)(=[O:6])=[O:5])[CH3:21]. The yield is 0.720. (2) The reactants are [OH:1][C:2]1([CH3:26])[CH2:7][CH2:6][N:5]([C@H:8]([C:20]2[CH:25]=[CH:24][CH:23]=[CH:22][CH:21]=2)[C:9]([O:11][C@H](C2C=CC=CC=2)C)=[O:10])[CH2:4][CH2:3]1.FC(F)(F)C(O)=O. The catalyst is ClCCl. The product is [OH:1][C:2]1([CH3:26])[CH2:3][CH2:4][N:5]([C@H:8]([C:20]2[CH:25]=[CH:24][CH:23]=[CH:22][CH:21]=2)[C:9]([OH:11])=[O:10])[CH2:6][CH2:7]1. The yield is 0.980. (3) The yield is 0.960. The product is [C:8]1([C@H:7]([NH:14][C:19]([C:18]2[CH:22]=[CH:23][C:24]([CH3:25])=[C:16]([Br:15])[CH:17]=2)=[O:20])[CH3:6])[CH:13]=[CH:12][CH:11]=[CH:10][CH:9]=1. The catalyst is C(Cl)Cl. The reactants are C([O-])(O)=O.[Na+].[CH3:6][C@@H:7]([NH2:14])[C:8]1[CH:13]=[CH:12][CH:11]=[CH:10][CH:9]=1.[Br:15][C:16]1[CH:17]=[C:18]([CH:22]=[CH:23][C:24]=1[CH3:25])[C:19](Cl)=[O:20]. (4) The reactants are [NH2:1][C:2]1[N:3]([CH3:26])[C:4](=[O:25])[C:5]([C:17]2[CH:18]=[C:19]([CH:22]=[CH:23][CH:24]=2)[CH:20]=O)([C:7]2[CH:12]=[CH:11][C:10]([O:13][CH:14]([F:16])[F:15])=[CH:9][CH:8]=2)[N:6]=1.[CH3:27][NH:28][CH3:29].C(O[BH-](OC(=O)C)OC(=O)C)(=O)C.[Na+].[OH-].[Na+]. The catalyst is C1COCC1.C(O)(=O)C.ClCCCl. The product is [NH2:1][C:2]1[N:3]([CH3:26])[C:4](=[O:25])[C:5]([C:7]2[CH:8]=[CH:9][C:10]([O:13][CH:14]([F:15])[F:16])=[CH:11][CH:12]=2)([C:17]2[CH:24]=[CH:23][CH:22]=[C:19]([CH2:20][N:28]([CH3:29])[CH3:27])[CH:18]=2)[N:6]=1. The yield is 0.430.